From a dataset of Forward reaction prediction with 1.9M reactions from USPTO patents (1976-2016). Predict the product of the given reaction. (1) Given the reactants [CH3:1][C:2]1[CH:3]=[C:4]([C:20]2[CH:21]=[C:22]([CH:27]=[CH:28][CH:29]=2)[C:23]([O:25]C)=[O:24])[CH:5]=[CH:6][C:7]=1[O:8][C@@H:9]1[C@H:14]([OH:15])[C@@H:13]([OH:16])[C@H:12]([OH:17])[C@H:11]([CH2:18][OH:19])[O:10]1.[OH-].[Na+], predict the reaction product. The product is: [CH3:1][C:2]1[CH:3]=[C:4]([C:20]2[CH:21]=[C:22]([CH:27]=[CH:28][CH:29]=2)[C:23]([OH:25])=[O:24])[CH:5]=[CH:6][C:7]=1[O:8][C@@H:9]1[C@H:14]([OH:15])[C@@H:13]([OH:16])[C@H:12]([OH:17])[C@H:11]([CH2:18][OH:19])[O:10]1. (2) Given the reactants [CH:1]1([O:4][C:5]2[CH:6]=[C:7]([C:15]3[N:32]([CH2:33][O:34][CH2:35][CH2:36][Si:37]([CH3:40])([CH3:39])[CH3:38])[C:18]4[CH:19]=[N:20][N:21]([CH2:24][O:25][CH2:26][CH2:27][Si:28]([CH3:31])([CH3:30])[CH3:29])[C:22](=[O:23])[C:17]=4[C:16]=3[CH:41]=[O:42])[CH:8]=[CH:9][C:10]=2[O:11][CH:12]([F:14])[F:13])[CH2:3][CH2:2]1.[C:43]([Mg]Br)#[CH:44].[Cl-].[NH4+], predict the reaction product. The product is: [CH:1]1([O:4][C:5]2[CH:6]=[C:7]([C:15]3[N:32]([CH2:33][O:34][CH2:35][CH2:36][Si:37]([CH3:40])([CH3:39])[CH3:38])[C:18]4[CH:19]=[N:20][N:21]([CH2:24][O:25][CH2:26][CH2:27][Si:28]([CH3:31])([CH3:29])[CH3:30])[C:22](=[O:23])[C:17]=4[C:16]=3[CH:41]([OH:42])[C:43]#[CH:44])[CH:8]=[CH:9][C:10]=2[O:11][CH:12]([F:13])[F:14])[CH2:2][CH2:3]1.